Dataset: TCR-epitope binding with 47,182 pairs between 192 epitopes and 23,139 TCRs. Task: Binary Classification. Given a T-cell receptor sequence (or CDR3 region) and an epitope sequence, predict whether binding occurs between them. (1) The epitope is LPRRSGAAGA. The TCR CDR3 sequence is CASSLEGLRTEAFF. Result: 0 (the TCR does not bind to the epitope). (2) The epitope is MPASWVMRI. The TCR CDR3 sequence is CASSFSIREGGTEKLFF. Result: 1 (the TCR binds to the epitope).